This data is from Full USPTO retrosynthesis dataset with 1.9M reactions from patents (1976-2016). The task is: Predict the reactants needed to synthesize the given product. (1) Given the product [C:1]1([O:7][S:8]([O-:11])(=[O:10])=[O:9])[CH:2]=[CH:3][CH:4]=[CH:5][CH:6]=1.[C:40]([C:37]1[CH:38]=[CH:39][C:34]([I+:33][C:30]2[CH:31]=[CH:32][C:27]([C:22]([CH2:25][CH3:26])([CH3:24])[CH3:23])=[CH:28][CH:29]=2)=[CH:35][CH:36]=1)([CH2:43][CH3:44])([CH3:42])[CH3:41], predict the reactants needed to synthesize it. The reactants are: [C:1]1([O:7][S:8]([O-:11])(=[O:10])=[O:9])[CH:6]=[CH:5][CH:4]=[CH:3][CH:2]=1.C[N+](C)(C)C.S([O-])(O)(=O)=O.[C:22]([C:27]1[CH:32]=[CH:31][C:30]([I+:33][C:34]2[CH:39]=[CH:38][C:37]([C:40]([CH2:43][CH3:44])([CH3:42])[CH3:41])=[CH:36][CH:35]=2)=[CH:29][CH:28]=1)([CH2:25][CH3:26])([CH3:24])[CH3:23].C(Cl)Cl. (2) Given the product [F:1][C:2]1[C:3]2[N:10]=[C:11]([NH2:13])[S:12][C:4]=2[C:5]([O:8][CH3:9])=[CH:6][CH:7]=1, predict the reactants needed to synthesize it. The reactants are: [F:1][C:2]1[CH:7]=[CH:6][C:5]([O:8][CH3:9])=[CH:4][C:3]=1[NH:10][C:11]([NH2:13])=[S:12].BrBr.C(=O)(O)[O-].[Na+].